From a dataset of Forward reaction prediction with 1.9M reactions from USPTO patents (1976-2016). Predict the product of the given reaction. (1) Given the reactants [CH2:1]([C:8]1[CH:9]=[CH:10][C:11]2[S:15][C:14]([C:16]3[CH:23]=[CH:22][C:19]([CH:20]=O)=[CH:18][C:17]=3[F:24])=[N:13][C:12]=2[CH:25]=1)[C:2]1[CH:7]=[CH:6][CH:5]=[CH:4][CH:3]=1.[OH:26][C:27]1([C:31]([O:33][CH3:34])=[O:32])[CH2:30][NH:29][CH2:28]1, predict the reaction product. The product is: [CH2:1]([C:8]1[CH:9]=[CH:10][C:11]2[S:15][C:14]([C:16]3[CH:23]=[CH:22][C:19]([CH2:20][N:29]4[CH2:30][C:27]([OH:26])([C:31]([O:33][CH3:34])=[O:32])[CH2:28]4)=[CH:18][C:17]=3[F:24])=[N:13][C:12]=2[CH:25]=1)[C:2]1[CH:3]=[CH:4][CH:5]=[CH:6][CH:7]=1. (2) Given the reactants [N:1]1[CH:6]=[CH:5][C:4]([C:7](=O)[CH2:8][C:9]([O:11]CC)=O)=[CH:3][CH:2]=1.Cl.Cl.[NH2:17][C:18]1[NH:23][CH2:22][CH2:21][CH2:20][N:19]=1.C(=O)([O-])[O-].[K+].[K+], predict the reaction product. The product is: [N:1]1[CH:2]=[CH:3][C:4]([C:7]2[N:17]=[C:18]3[NH:23][CH2:22][CH2:21][CH2:20][N:19]3[C:9](=[O:11])[CH:8]=2)=[CH:5][CH:6]=1. (3) Given the reactants [CH3:1][O:2][C:3]1[CH:4]=[C:5]([CH:31]=[CH:32][C:33]=1[O:34][CH3:35])[CH2:6][CH:7]1[C:16]2[C:11](=[CH:12][C:13]([O:18][CH3:19])=[C:14]([OH:17])[CH:15]=2)[CH2:10][CH2:9][N:8]1[CH2:20][C:21]([NH:23][CH2:24][C:25]1[CH:30]=[CH:29][CH:28]=[CH:27][CH:26]=1)=[O:22].Br[CH2:37][C:38]([O:40][CH2:41][CH3:42])=[O:39], predict the reaction product. The product is: [CH2:41]([O:40][C:38](=[O:39])[CH2:37][O:17][C:14]1[CH:15]=[C:16]2[C:11]([CH2:10][CH2:9][N:8]([CH2:20][C:21](=[O:22])[NH:23][CH2:24][C:25]3[CH:30]=[CH:29][CH:28]=[CH:27][CH:26]=3)[CH:7]2[CH2:6][C:5]2[CH:31]=[CH:32][C:33]([O:34][CH3:35])=[C:3]([O:2][CH3:1])[CH:4]=2)=[CH:12][C:13]=1[O:18][CH3:19])[CH3:42]. (4) Given the reactants [NH2:1][C:2]1[CH:10]=[C:9]([Br:11])[CH:8]=[CH:7][C:3]=1[C:4](O)=[O:5].[NH2:12][C:13](N)=[O:14], predict the reaction product. The product is: [Br:11][C:9]1[CH:10]=[C:2]2[C:3]([C:4](=[O:5])[NH:12][C:13](=[O:14])[NH:1]2)=[CH:7][CH:8]=1.